Dataset: Reaction yield outcomes from USPTO patents with 853,638 reactions. Task: Predict the reaction yield, written as a fraction of the theoretical maximum amount of product (1.0 means a 100% yield; for example, 0.34 means a 34% yield). (1) The catalyst is O1CCCC1. The yield is 1.00. The reactants are [Br:1][C:2]1[CH:7]=[CH:6][C:5]([OH:8])=[CH:4][CH:3]=1.[H-].[Na+].[C:11](Cl)(=[O:14])[CH:12]=[CH2:13].O. The product is [C:11]([O:8][C:5]1[CH:6]=[CH:7][C:2]([Br:1])=[CH:3][CH:4]=1)(=[O:14])[CH:12]=[CH2:13]. (2) The reactants are [Br:1][C:2]1[C:7]([F:8])=[CH:6][C:5]([OH:9])=[CH:4][C:3]=1[F:10].Br[CH2:12][CH2:13][O:14][CH3:15].C(=O)([O-])[O-].[K+].[K+]. The catalyst is CC(C)=O. The product is [Br:1][C:2]1[C:7]([F:8])=[CH:6][C:5]([O:9][CH2:12][CH2:13][O:14][CH3:15])=[CH:4][C:3]=1[F:10]. The yield is 0.861. (3) The reactants are [CH3:1][C:2]1[O:6][N:5]=[C:4]([C:7]2[CH:12]=[CH:11][CH:10]=[CH:9][CH:8]=2)[C:3]=1[CH2:13][OH:14].[H-].[Na+].Cl[C:18]1[CH:25]=[CH:24][C:21]([C:22]#[N:23])=[CH:20][N:19]=1. The catalyst is C1COCC1.C(OCC)(=O)C. The product is [CH3:1][C:2]1[O:6][N:5]=[C:4]([C:7]2[CH:12]=[CH:11][CH:10]=[CH:9][CH:8]=2)[C:3]=1[CH2:13][O:14][C:18]1[CH:25]=[CH:24][C:21]([C:22]#[N:23])=[CH:20][N:19]=1. The yield is 0.910. (4) The reactants are [OH-].[Na+].[CH2:3]([N:5]([C:11]1[C:12]([F:22])=[C:13]([C:18]([F:21])=[CH:19][CH:20]=1)[C:14]([O:16]C)=[O:15])[S:6](=[O:10])(=[O:9])[NH:7][CH3:8])[CH3:4]. The catalyst is C1COCC1.CO. The product is [CH2:3]([N:5]([C:11]1[C:12]([F:22])=[C:13]([C:18]([F:21])=[CH:19][CH:20]=1)[C:14]([OH:16])=[O:15])[S:6](=[O:9])(=[O:10])[NH:7][CH3:8])[CH3:4]. The yield is 0.830.